This data is from Reaction yield outcomes from USPTO patents with 853,638 reactions. The task is: Predict the reaction yield, written as a fraction of the theoretical maximum amount of product (1.0 means a 100% yield; for example, 0.34 means a 34% yield). The reactants are [CH3:1][C:2]1[CH:7]=[CH:6][CH:5]=[C:4]([CH3:8])[C:3]=1[OH:9].[F:10][C:11]1[CH:12]=[C:13]([N+:18]([O-])=O)[CH:14]=[CH:15][C:16]=1F.C([O-])([O-])=O.[K+].[K+].S([O-])([O-])(=O)=O.[Na+].[Na+]. The catalyst is [Zn].CCOC(C)=O.CS(C)=O. The product is [F:10][C:11]1[CH:12]=[C:13]([CH:14]=[CH:15][C:16]=1[O:9][C:3]1[C:4]([CH3:8])=[CH:5][CH:6]=[CH:7][C:2]=1[CH3:1])[NH2:18]. The yield is 0.900.